Task: Predict the reactants needed to synthesize the given product.. Dataset: Full USPTO retrosynthesis dataset with 1.9M reactions from patents (1976-2016) (1) The reactants are: [F:1][C:2]([F:7])([F:6])[C:3]([OH:5])=[O:4].C(OC([N:15]1[CH2:20][CH2:19][N:18]([CH2:21][CH2:22][F:23])[CH2:17][CH2:16]1)=O)(C)(C)C.C([SiH](CC)CC)C. Given the product [F:1][C:2]([F:7])([F:6])[C:3]([OH:5])=[O:4].[F:23][CH2:22][CH2:21][N:18]1[CH2:19][CH2:20][NH:15][CH2:16][CH2:17]1, predict the reactants needed to synthesize it. (2) Given the product [CH3:17][C:16]1[CH:15]=[C:14]([CH3:18])[NH:13][C:12](=[O:19])[C:11]=1[CH2:10][NH:9][C:7](=[O:8])[C:6]1[CH:20]=[C:2]([C:36]2[CH:35]=[N:34][C:33]([O:32][CH3:31])=[CH:38][CH:37]=2)[CH:3]=[C:4]([N:22]([CH2:29][CH3:30])[CH:23]2[CH2:28][CH2:27][O:26][CH2:25][CH2:24]2)[C:5]=1[CH3:21], predict the reactants needed to synthesize it. The reactants are: Br[C:2]1[CH:3]=[C:4]([N:22]([CH2:29][CH3:30])[CH:23]2[CH2:28][CH2:27][O:26][CH2:25][CH2:24]2)[C:5]([CH3:21])=[C:6]([CH:20]=1)[C:7]([NH:9][CH2:10][C:11]1[C:12](=[O:19])[NH:13][C:14]([CH3:18])=[CH:15][C:16]=1[CH3:17])=[O:8].[CH3:31][O:32][C:33]1[CH:38]=[CH:37][C:36](B(O)O)=[CH:35][N:34]=1.C(=O)([O-])[O-].[Na+].[Na+].